Task: Predict the reactants needed to synthesize the given product.. Dataset: Full USPTO retrosynthesis dataset with 1.9M reactions from patents (1976-2016) Given the product [F:1][C:2]1[CH:3]=[C:4]([C:12]2[CH:17]=[CH:16][C:15]([C:18]([F:19])([F:20])[F:21])=[CH:14][CH:13]=2)[CH:5]=[CH:6][C:7]=1[CH2:8][CH:9]=[O:10], predict the reactants needed to synthesize it. The reactants are: [F:1][C:2]1[CH:3]=[C:4]([C:12]2[CH:17]=[CH:16][C:15]([C:18]([F:21])([F:20])[F:19])=[CH:14][CH:13]=2)[CH:5]=[CH:6][C:7]=1[CH:8]=[CH:9][O:10]C.Cl.CCOC(C)=O.CCCCCC.